Predict which catalyst facilitates the given reaction. From a dataset of Catalyst prediction with 721,799 reactions and 888 catalyst types from USPTO. (1) Reactant: [CH3:1][C:2]1[S:10][C:5]2=[CH:6][N:7]=[CH:8][CH:9]=[C:4]2[CH:3]=1.[N+:11]([O-])([OH:13])=[O:12].[OH-].[Na+].O.C([O-])(O)=O.[Na+]. Product: [CH3:1][C:2]1[S:10][C:5]2=[CH:6][N:7]=[CH:8][CH:9]=[C:4]2[C:3]=1[N+:11]([O-:13])=[O:12]. The catalyst class is: 82. (2) Reactant: [C:1]([O:5][C:6]([N:8]1[CH2:12][CH2:11][CH2:10][C@@H:9]1[CH2:13][N:14]1[C:18]2[CH:19]=[CH:20][C:21]([C:23]([O:25]C)=[O:24])=[CH:22][C:17]=2[N:16]=[C:15]1[NH:27][C:28]([C:30]1[S:31][C:32]([CH:35]([F:37])[F:36])=[CH:33][CH:34]=1)=[O:29])=[O:7])([CH3:4])([CH3:3])[CH3:2].[OH-].[K+]. Product: [C:1]([O:5][C:6]([N:8]1[CH2:12][CH2:11][CH2:10][C@@H:9]1[CH2:13][N:14]1[C:18]2[CH:19]=[CH:20][C:21]([C:23]([OH:25])=[O:24])=[CH:22][C:17]=2[N:16]=[C:15]1[NH:27][C:28]([C:30]1[S:31][C:32]([CH:35]([F:36])[F:37])=[CH:33][CH:34]=1)=[O:29])=[O:7])([CH3:4])([CH3:2])[CH3:3]. The catalyst class is: 1. (3) Reactant: FC(F)(F)C([NH:5][C@H:6]1[CH2:15][CH2:14][C:13]2[C:8](=[C:9]([O:26][CH3:27])[CH:10]=[CH:11][C:12]=2[S:16]([NH:19][C:20]2[CH:25]=[CH:24][CH:23]=[CH:22][N:21]=2)(=[O:18])=[O:17])[CH2:7]1)=O.[OH-].[Na+].Cl. Product: [NH2:5][C@H:6]1[CH2:15][CH2:14][C:13]2[C:12]([S:16]([NH:19][C:20]3[CH:25]=[CH:24][CH:23]=[CH:22][N:21]=3)(=[O:17])=[O:18])=[CH:11][CH:10]=[C:9]([O:26][CH3:27])[C:8]=2[CH2:7]1. The catalyst class is: 5. (4) Reactant: [OH:1][C:2]1[CH:7]=[C:6]([CH3:8])[O:5][C:4](=[O:9])[C:3]=1[C:10](=[O:16])[CH:11]=[CH:12][CH:13]([CH3:15])[CH3:14].[H][H].CCCCCC.C(OCC)(=O)C. Product: [OH:1][C:2]1[CH:7]=[C:6]([CH3:8])[O:5][C:4](=[O:9])[C:3]=1[C:10](=[O:16])[CH2:11][CH2:12][CH:13]([CH3:14])[CH3:15]. The catalyst class is: 78.